This data is from Skin sensitization/reaction prediction data. The task is: Regression/Classification. Given a drug SMILES string, predict its toxicity properties. Task type varies by dataset: regression for continuous values (e.g., LD50, hERG inhibition percentage) or binary classification for toxic/non-toxic outcomes (e.g., AMES mutagenicity, cardiotoxicity, hepatotoxicity). Dataset: skin_reaction. The compound is CC(C)N(C#N)C#N. The result is 0 (no skin reaction).